From a dataset of Full USPTO retrosynthesis dataset with 1.9M reactions from patents (1976-2016). Predict the reactants needed to synthesize the given product. (1) The reactants are: [NH:1]1[C:5]2[CH:6]=[CH:7][CH:8]=[C:9]([CH2:10][N:11]([CH2:18][C:19]3[C:24]([CH3:25])=[CH:23][CH:22]=[CH:21][N:20]=3)[CH:12]3[CH2:17][CH2:16][NH:15][CH2:14][CH2:13]3)[C:4]=2[N:3]=[CH:2]1.[O:26]([C:33]([NH:35][OH:36])=O)C1C=CC=CC=1. Given the product [OH:36][NH:35][C:33]([N:15]1[CH2:14][CH2:13][CH:12]([N:11]([CH2:10][C:9]2[C:4]3[N:3]=[CH:2][NH:1][C:5]=3[CH:6]=[CH:7][CH:8]=2)[CH2:18][C:19]2[C:24]([CH3:25])=[CH:23][CH:22]=[CH:21][N:20]=2)[CH2:17][CH2:16]1)=[O:26], predict the reactants needed to synthesize it. (2) Given the product [CH2:5]([O:7][C@@H:8]1[CH2:13][N:12]([C:14]([O:16][CH3:17])=[O:15])[C@H:11]([C:18]([N:20]2[CH2:21][CH2:22][N:23]([C:26]3[CH:27]=[CH:28][CH:29]=[CH:30][CH:31]=3)[CH2:24][CH2:25]2)=[O:19])[C@@H:10]([C:32]([O:34][CH3:35])=[O:33])[CH2:9]1)[CH:37]=[CH2:38], predict the reactants needed to synthesize it. The reactants are: C(O[C:5]([O:7][C@@H:8]1[CH2:13][N:12]([C:14]([O:16][CH3:17])=[O:15])[C@H:11]([C:18]([N:20]2[CH2:25][CH2:24][N:23]([C:26]3[CH:31]=[CH:30][CH:29]=[CH:28][CH:27]=3)[CH2:22][CH2:21]2)=[O:19])[C@@H:10]([C:32]([O:34][CH3:35])=[O:33])[CH2:9]1)=O)C=C.O1CC[CH2:38][CH2:37]1. (3) The reactants are: O[C:2]1[C:7]([C:8]#[N:9])=[CH:6][N:5]=[CH:4][C:3]=1[I:10].O=P(Cl)(Cl)[Cl:13]. Given the product [Cl:13][C:2]1[C:7]([C:8]#[N:9])=[CH:6][N:5]=[CH:4][C:3]=1[I:10], predict the reactants needed to synthesize it. (4) Given the product [CH3:40][C:34]1[C:35]([O:38][CH3:39])=[C:36]([CH3:37])[C:31]([CH2:30][S:29]([C:27]2[NH:28][C:24]3[CH:23]=[C:22]([O:21][CH3:20])[CH:42]=[CH:41][C:25]=3[N:26]=2)=[O:10])=[N:32][CH:33]=1, predict the reactants needed to synthesize it. The reactants are: BrC1C=CC=CC=1[C@H](O)[C@H](C1C=CC=CC=1Br)[OH:10].O.[CH3:20][O:21][C:22]1[CH:42]=[CH:41][C:25]2[NH:26][C:27]([S:29][CH2:30][C:31]3[C:36]([CH3:37])=[C:35]([O:38][CH3:39])[C:34]([CH3:40])=[CH:33][N:32]=3)=[N:28][C:24]=2[CH:23]=1.C(OO)(C)(C)C. (5) Given the product [Si:32]([O:49][CH2:50][CH2:51][N:52]([CH3:53])[C:11](=[O:13])[CH2:10][C@@H:9]([NH:14][C:15]1[CH:20]=[CH:19][C:18]([S:21](=[O:24])(=[O:23])[NH2:22])=[CH:17][C:16]=1[S:25]([C:28]([F:29])([F:30])[F:31])(=[O:26])=[O:27])[CH2:8][S:7][C:1]1[CH:2]=[CH:3][CH:4]=[CH:5][CH:6]=1)([C:45]([CH3:47])([CH3:48])[CH3:46])([C:39]1[CH:40]=[CH:41][CH:42]=[CH:43][CH:44]=1)[C:33]1[CH:34]=[CH:35][CH:36]=[CH:37][CH:38]=1, predict the reactants needed to synthesize it. The reactants are: [C:1]1([S:7][CH2:8][C@H:9]([NH:14][C:15]2[CH:20]=[CH:19][C:18]([S:21](=[O:24])(=[O:23])[NH2:22])=[CH:17][C:16]=2[S:25]([C:28]([F:31])([F:30])[F:29])(=[O:27])=[O:26])[CH2:10][C:11]([OH:13])=O)[CH:6]=[CH:5][CH:4]=[CH:3][CH:2]=1.[Si:32]([O:49][CH2:50][CH2:51][NH:52][CH3:53])([C:45]([CH3:48])([CH3:47])[CH3:46])([C:39]1[CH:44]=[CH:43][CH:42]=[CH:41][CH:40]=1)[C:33]1[CH:38]=[CH:37][CH:36]=[CH:35][CH:34]=1. (6) Given the product [CH2:26]([N:12]1[C:11]2[C:10]([C:18]3[CH:23]=[CH:22][CH:21]=[CH:20][CH:19]=3)=[CH:9][CH:8]=[CH:7][C:6]=2[C:5]2[C:13]1=[CH:1][CH:2]=[CH:3][CH:4]=2)[CH2:27][CH3:28], predict the reactants needed to synthesize it. The reactants are: [CH:1]1[C:13]2[NH:12][C:11]3[C:6](=[CH:7][CH:8]=[CH:9][CH:10]=3)[C:5]=2[CH:4]=[CH:3][CH:2]=1.BrCCC[C:18]1[CH:23]=[CH:22][CH:21]=[CH:20][CH:19]=1.[OH-].[Na+].[CH2:26](N1C2C=CC=CC=2C2C1=CC=CC=2)[CH2:27][CH2:28]CCCC. (7) Given the product [CH2:28]([O:27][C:25](=[O:26])[N:35]([CH:36]([C:38](=[O:40])[NH:51][CH:52]([C:53]([N:55]1[CH2:59][CH2:58][CH:57]2[N:60]([CH:72]3[CH2:14][CH2:13][O:88][CH2:87][CH2:86]3)[CH2:61][CH:62]([O:63][C:64]3[CH:69]=[CH:68][C:67]([F:70])=[C:66]([F:71])[CH:65]=3)[CH:56]12)=[O:54])[C:78]([CH3:79])([CH3:81])[CH3:80])[CH3:37])[CH3:41])[C:29]1[CH:30]=[CH:31][CH:32]=[CH:33][CH:34]=1, predict the reactants needed to synthesize it. The reactants are: CN(C(ON1N=NC2C=[CH:13][CH:14]=NC1=2)=[N+](C)C)C.F[P-](F)(F)(F)(F)F.[C:25]([N:35]([CH3:41])[C@H:36]([C:38]([OH:40])=O)[CH3:37])([O:27][CH2:28][C:29]1[CH:34]=[CH:33][CH:32]=[CH:31][CH:30]=1)=[O:26].CCN(C(C)C)C(C)C.[NH2:51][CH:52]([C:78]([CH3:81])([CH3:80])[CH3:79])[C:53]([N:55]1[CH2:59][CH2:58][CH:57]2[N:60]([C:72]3N=CC=CN=3)[CH2:61][CH:62]([O:63][C:64]3[CH:69]=[CH:68][C:67]([F:70])=[C:66]([F:71])[CH:65]=3)[CH:56]12)=[O:54].CN1[C:87](=[O:88])[CH2:86]CC1.